Dataset: Forward reaction prediction with 1.9M reactions from USPTO patents (1976-2016). Task: Predict the product of the given reaction. (1) The product is: [CH2:23]([O:22][C:20]([NH:1][C:2]1[CH:3]=[CH:4][C:5]([N:9]2[CH2:18][CH2:17][C:12]3([O:16][CH2:15][CH2:14][O:13]3)[CH2:11][CH2:10]2)=[C:6]([F:8])[CH:7]=1)=[O:21])[CH3:24]. Given the reactants [NH2:1][C:2]1[CH:3]=[CH:4][C:5]([N:9]2[CH2:18][CH2:17][C:12]3([O:16][CH2:15][CH2:14][O:13]3)[CH2:11][CH2:10]2)=[C:6]([F:8])[CH:7]=1.Cl[C:20]([O:22][CH2:23][CH3:24])=[O:21], predict the reaction product. (2) Given the reactants [BH4-].[Na+].C(O)(=O)C.[F:7][C:8]1[CH:41]=[CH:40][C:11]([C:12]([C:14]2[CH:15]=[C:16]([CH:36]=[CH:37][C:38]=2[OH:39])[CH2:17][N:18]2[C:26]3[C:21](=[C:22]([NH:28][C:29](=[O:35])[C:30]([O:32][CH2:33][CH3:34])=[O:31])[CH:23]=[CH:24][C:25]=3[CH3:27])[CH:20]=[CH:19]2)=[O:13])=[CH:10][CH:9]=1.C(=O)(O)[O-].[Na+], predict the reaction product. The product is: [F:7][C:8]1[CH:9]=[CH:10][C:11]([CH:12]([OH:13])[C:14]2[CH:15]=[C:16]([CH:36]=[CH:37][C:38]=2[OH:39])[CH2:17][N:18]2[C:26]3[C:21](=[C:22]([NH:28][C:29](=[O:35])[C:30]([O:32][CH2:33][CH3:34])=[O:31])[CH:23]=[CH:24][C:25]=3[CH3:27])[CH:20]=[CH:19]2)=[CH:40][CH:41]=1. (3) Given the reactants [CH3:1][C@@H:2]([C@@H:9]1[C@@:13]2([CH3:36])[CH2:14][CH2:15][C@@H:16]3[C@@:21]4([CH3:35])[CH2:22][CH2:23][C@H:24]([O:26]C(NCCN(C)C)=O)[CH2:25][C:20]4=[CH:19][CH2:18][C@H:17]3[C@@H:12]2[CH2:11][CH2:10]1)[CH2:3][CH2:4][CH2:5][CH:6]([CH3:8])[CH3:7].Cl.IC, predict the reaction product. The product is: [CH3:8][CH:6]([CH2:5][CH2:4][CH2:3][C@H:2]([C@@H:9]1[C@:13]2([CH3:36])[C@H:12]([C@H:17]3[C@H:16]([CH2:15][CH2:14]2)[C@:21]2([CH3:35])[C:20]([CH2:25][C@H:24]([CH2:23][CH2:22]2)[OH:26])=[CH:19][CH2:18]3)[CH2:11][CH2:10]1)[CH3:1])[CH3:7]. (4) Given the reactants C([O:5][C:6](=[O:21])[CH2:7][CH2:8][CH2:9][CH2:10][C:11]1[CH:12]=[CH:13][C:14]2[NH:19][CH2:18][CH2:17][NH:16][C:15]=2[N:20]=1)CCC.[OH-].[Na+].Cl, predict the reaction product. The product is: [NH:19]1[CH2:18][CH2:17][NH:16][C:15]2[N:20]=[C:11]([CH2:10][CH2:9][CH2:8][CH2:7][C:6]([OH:21])=[O:5])[CH:12]=[CH:13][C:14]1=2. (5) Given the reactants [F:1][C:2]1[CH:7]=[CH:6][C:5]([S:8]([N:11]2[C:15]([C:16]3[CH:21]=[CH:20][CH:19]=[CH:18][CH:17]=3)=[CH:14][C:13]([C:22](OCC)=[O:23])=[C:12]2[CH3:27])(=[O:10])=[O:9])=[CH:4][CH:3]=1.[H-].C([Al+]CC(C)C)C(C)C.Cl, predict the reaction product. The product is: [F:1][C:2]1[CH:3]=[CH:4][C:5]([S:8]([N:11]2[C:15]([C:16]3[CH:21]=[CH:20][CH:19]=[CH:18][CH:17]=3)=[CH:14][C:13]([CH:22]=[O:23])=[C:12]2[CH3:27])(=[O:9])=[O:10])=[CH:6][CH:7]=1. (6) The product is: [S:40]([C:37]1[CH:38]=[CH:39][C:34]([CH3:44])=[CH:35][CH:36]=1)([OH:43])(=[O:42])=[O:41].[O:17]=[C:12]1[CH2:13][CH2:14][C:15](=[O:16])[N:11]1[O:6][C:5](=[O:7])[CH2:4][CH:3]([N:2]([CH3:9])[CH3:1])[CH3:8]. Given the reactants [CH3:1][N:2]([CH3:9])[CH:3]([CH3:8])[CH2:4][C:5]([OH:7])=[O:6].O[N:11]1[C:15](=[O:16])[CH2:14][CH2:13][C:12]1=[O:17].C1(N=C=NC2CCCCC2)CCCCC1.O.[C:34]1([CH3:44])[CH:39]=[CH:38][C:37]([S:40]([OH:43])(=[O:42])=[O:41])=[CH:36][CH:35]=1, predict the reaction product. (7) Given the reactants [Cl:1][C:2]1[CH:26]=[CH:25][C:24]([Cl:27])=[CH:23][C:3]=1[O:4][C:5]1[CH:10]=[CH:9][N:8]=[CH:7][C:6]=1[C:11](N1C2C(=CC=CC=2)CCC1)=[O:12].[F:28][C:29]1[CH:30]=[CH:31][C:32]([O:36][CH3:37])=[C:33]([NH2:35])[CH:34]=1, predict the reaction product. The product is: [Cl:1][C:2]1[CH:26]=[CH:25][C:24]([Cl:27])=[CH:23][C:3]=1[O:4][C:5]1[C:6]([C:11]([NH:35][C:33]2[CH:34]=[C:29]([F:28])[CH:30]=[CH:31][C:32]=2[O:36][CH3:37])=[O:12])=[CH:7][N:8]=[CH:9][CH:10]=1. (8) Given the reactants [Br:1]Br.[NH2:3][C:4]1[C:12]([OH:13])=[C:11]([CH3:14])[CH:10]=[CH:9][C:5]=1[C:6]([OH:8])=[O:7], predict the reaction product. The product is: [NH2:3][C:4]1[C:12]([OH:13])=[C:11]([CH3:14])[C:10]([Br:1])=[CH:9][C:5]=1[C:6]([OH:8])=[O:7]. (9) Given the reactants [NH2:1][C:2]1[O:6][N:5]=[C:4]([C:7]2[CH:12]=[CH:11][C:10]([O:13][C:14]([F:17])([F:16])[F:15])=[CH:9][CH:8]=2)[C:3]=1[C:18](O)=[O:19].Cl.C(N=C=NCCCN(C)C)C.OC1C2N=NNC=2C=CC=1.[N:43]1([C:49]2[CH:54]=[CH:53][CH:52]=[CH:51][C:50]=2[OH:55])[CH2:48][CH2:47][NH:46][CH2:45][CH2:44]1, predict the reaction product. The product is: [NH2:1][C:2]1[O:6][N:5]=[C:4]([C:7]2[CH:12]=[CH:11][C:10]([O:13][C:14]([F:15])([F:17])[F:16])=[CH:9][CH:8]=2)[C:3]=1[C:18]([N:46]1[CH2:45][CH2:44][N:43]([C:49]2[CH:54]=[CH:53][CH:52]=[CH:51][C:50]=2[OH:55])[CH2:48][CH2:47]1)=[O:19]. (10) Given the reactants [CH:1]([S:4]([CH2:7][C@H:8]1[C@@H:17]([NH:18][C:19](=[O:28])[O:20][CH2:21][C:22]2[CH:27]=[CH:26][CH:25]=[CH:24][CH:23]=2)[CH2:16][CH2:15][C:10]2(OCC[O:11]2)[CH2:9]1)(=[O:6])=[O:5])([CH3:3])[CH3:2].Cl, predict the reaction product. The product is: [CH:1]([S:4]([CH2:7][C@@H:8]1[CH2:9][C:10](=[O:11])[CH2:15][CH2:16][C@@H:17]1[NH:18][C:19](=[O:28])[O:20][CH2:21][C:22]1[CH:23]=[CH:24][CH:25]=[CH:26][CH:27]=1)(=[O:6])=[O:5])([CH3:3])[CH3:2].